This data is from Full USPTO retrosynthesis dataset with 1.9M reactions from patents (1976-2016). The task is: Predict the reactants needed to synthesize the given product. (1) Given the product [F:26][C:27]([F:40])([F:39])[S:28]([O:18][C:13]1[CH:14]=[C:15]2[C:10](=[CH:11][CH:12]=1)[C:9](=[O:19])[N:8]([C:3]1[CH:4]=[CH:5][CH:6]=[CH:7][C:2]=1[Cl:1])[CH2:17][CH2:16]2)(=[O:30])=[O:29], predict the reactants needed to synthesize it. The reactants are: [Cl:1][C:2]1[CH:7]=[CH:6][CH:5]=[CH:4][C:3]=1[N:8]1[CH2:17][CH2:16][C:15]2[C:10](=[CH:11][CH:12]=[C:13]([OH:18])[CH:14]=2)[C:9]1=[O:19].N1C=CC=CC=1.[F:26][C:27]([F:40])([F:39])[S:28](O[S:28]([C:27]([F:40])([F:39])[F:26])(=[O:30])=[O:29])(=[O:30])=[O:29]. (2) Given the product [N:31]1[S:32][N:33]=[C:34]2[C:26]([N:20]3[CH2:25][CH2:24][N:23]([CH2:2][CH2:3][CH2:4][CH2:5][O:6][C:7]4[CH:8]=[CH:9][C:10]5[CH2:16][CH2:15][NH:14][C:13](=[O:17])[NH:12][C:11]=5[CH:18]=4)[CH2:22][CH2:21]3)=[CH:27][CH:28]=[CH:29][C:30]=12, predict the reactants needed to synthesize it. The reactants are: Cl[CH2:2][CH2:3][CH2:4][CH2:5][O:6][C:7]1[CH:8]=[CH:9][C:10]2[CH2:16][CH2:15][NH:14][C:13](=[O:17])[NH:12][C:11]=2[CH:18]=1.Cl.[N:20]1([C:26]2[C:34]3[C:30](=[N:31][S:32][N:33]=3)[CH:29]=[CH:28][CH:27]=2)[CH2:25][CH2:24][NH:23][CH2:22][CH2:21]1.[I-].[K+].C(=O)([O-])[O-].[Na+].[Na+].Cl. (3) Given the product [CH:21]1([CH2:20][O:10][C:9]2[C:8]([O:11][CH3:12])=[CH:7][C:4]([CH:5]=[O:6])=[CH:3][C:2]=2[F:1])[CH2:23][CH2:22]1, predict the reactants needed to synthesize it. The reactants are: [F:1][C:2]1[CH:3]=[C:4]([CH:7]=[C:8]([O:11][CH3:12])[C:9]=1[OH:10])[CH:5]=[O:6].C(=O)([O-])[O-].[K+].[K+].Br[CH2:20][CH:21]1[CH2:23][CH2:22]1. (4) Given the product [CH:1]1([N:4]([CH2:39][C:40]2[CH:45]=[C:44]([CH2:46][CH2:47][CH2:48][O:49][CH3:50])[CH:43]=[C:42]([O:51][CH2:71][C@@H:72]3[CH2:74][C@H:73]3[C:75]([O:77][CH2:78][CH3:79])=[O:76])[CH:41]=2)[C:5]([C@@H:7]2[C@@H:12]([C:13]3[CH:14]=[CH:15][C:16]([O:19][CH2:20][CH2:21][O:22][C:23]4[C:28]([Cl:29])=[CH:27][C:26]([CH3:30])=[CH:25][C:24]=4[Cl:31])=[CH:17][CH:18]=3)[CH2:11][CH2:10][N:9]([C:32]([O:34][C:35]([CH3:38])([CH3:37])[CH3:36])=[O:33])[CH2:8]2)=[O:6])[CH2:3][CH2:2]1, predict the reactants needed to synthesize it. The reactants are: [CH:1]1([N:4]([CH2:39][C:40]2[CH:45]=[C:44]([CH2:46][CH2:47][CH2:48][O:49][CH3:50])[CH:43]=[C:42]([OH:51])[CH:41]=2)[C:5]([C@@H:7]2[C@@H:12]([C:13]3[CH:18]=[CH:17][C:16]([O:19][CH2:20][CH2:21][O:22][C:23]4[C:28]([Cl:29])=[CH:27][C:26]([CH3:30])=[CH:25][C:24]=4[Cl:31])=[CH:15][CH:14]=3)[CH2:11][CH2:10][N:9]([C:32]([O:34][C:35]([CH3:38])([CH3:37])[CH3:36])=[O:33])[CH2:8]2)=[O:6])[CH2:3][CH2:2]1.N(C(N1CCCCC1)=O)=NC(N1CCCCC1)=O.O[CH2:71][C@@H:72]1[CH2:74][C@H:73]1[C:75]([O:77][CH2:78][CH3:79])=[O:76].C(P(CCCC)CCCC)CCC. (5) Given the product [Cl:16][C:11]1[CH:10]=[C:9]([C@H:8]([NH:17][C:18](=[O:19])[O:20][C:21]([CH3:24])([CH3:23])[CH3:22])[CH2:7][CH2:6][I:26])[CH:14]=[CH:13][C:12]=1[Cl:15], predict the reactants needed to synthesize it. The reactants are: CS(O[CH2:6][CH2:7][C@@H:8]([NH:17][C:18]([O:20][C:21]([CH3:24])([CH3:23])[CH3:22])=[O:19])[C:9]1[CH:14]=[CH:13][C:12]([Cl:15])=[C:11]([Cl:16])[CH:10]=1)(=O)=O.[Na+].[I-:26].O. (6) Given the product [F:1][C:2]1[CH:3]=[C:4]([CH:5]=[O:6])[CH:7]=[C:8]([O:11][CH3:12])[C:9]=1[O:10][C:14]1[CH:21]=[CH:20][C:17]([C:18]#[N:19])=[CH:16][N:15]=1, predict the reactants needed to synthesize it. The reactants are: [F:1][C:2]1[CH:3]=[C:4]([CH:7]=[C:8]([O:11][CH3:12])[C:9]=1[OH:10])[CH:5]=[O:6].Cl[C:14]1[CH:21]=[CH:20][C:17]([C:18]#[N:19])=[CH:16][N:15]=1.C([O-])([O-])=O.[K+].[K+]. (7) Given the product [NH2:34][C@@H:22]([CH2:23][C:24]1[CH:25]=[CH:26][C:27]([C:30]([F:31])([F:33])[F:32])=[CH:28][CH:29]=1)[CH2:21][NH:20][C:7]1[S:8][C:9]([C:10]2[CH:11]=[C:12]3[C:17](=[CH:18][CH:19]=2)[CH:16]=[N:15][CH:14]=[CH:13]3)=[C:5]([C:4]#[C:3][C:2]([CH3:49])([OH:1])[CH3:50])[N:6]=1, predict the reactants needed to synthesize it. The reactants are: [OH:1][C:2]([CH3:50])([CH3:49])[C:3]#[C:4][C:5]1[N:6]=[C:7]([N:20](C(OC(C)(C)C)=O)[CH2:21][C@@H:22]([NH:34]C(=O)OC(C)(C)C)[CH2:23][C:24]2[CH:29]=[CH:28][C:27]([C:30]([F:33])([F:32])[F:31])=[CH:26][CH:25]=2)[S:8][C:9]=1[C:10]1[CH:11]=[C:12]2[C:17](=[CH:18][CH:19]=1)[CH:16]=[N:15][CH:14]=[CH:13]2.C(O)(C(F)(F)F)=O. (8) Given the product [OH:23][NH:25][C:19]([C:17]1[CH:16]=[CH:15][C:6]2[CH2:7][N:8]([C:9]3[CH:14]=[CH:13][CH:12]=[CH:11][N:10]=3)[C@@H:2]([CH3:1])[CH2:3][O:4][C:5]=2[CH:18]=1)=[O:21], predict the reactants needed to synthesize it. The reactants are: [CH3:1][C@@H:2]1[N:8]([C:9]2[CH:14]=[CH:13][CH:12]=[CH:11][N:10]=2)[CH2:7][C:6]2[CH:15]=[CH:16][C:17]([C:19]([O:21]C)=O)=[CH:18][C:5]=2[O:4][CH2:3]1.[OH-:23].[Na+].[NH2:25]O.